From a dataset of NCI-60 drug combinations with 297,098 pairs across 59 cell lines. Regression. Given two drug SMILES strings and cell line genomic features, predict the synergy score measuring deviation from expected non-interaction effect. (1) Drug 1: CC=C1C(=O)NC(C(=O)OC2CC(=O)NC(C(=O)NC(CSSCCC=C2)C(=O)N1)C(C)C)C(C)C. Drug 2: C(CCl)NC(=O)N(CCCl)N=O. Cell line: KM12. Synergy scores: CSS=49.9, Synergy_ZIP=-0.740, Synergy_Bliss=-1.67, Synergy_Loewe=-14.3, Synergy_HSA=-1.39. (2) Drug 1: CC12CCC(CC1=CCC3C2CCC4(C3CC=C4C5=CN=CC=C5)C)O. Drug 2: CCC1(C2=C(COC1=O)C(=O)N3CC4=CC5=C(C=CC(=C5CN(C)C)O)N=C4C3=C2)O.Cl. Cell line: CCRF-CEM. Synergy scores: CSS=68.8, Synergy_ZIP=-3.34, Synergy_Bliss=-5.00, Synergy_Loewe=-14.5, Synergy_HSA=-3.52. (3) Drug 1: CC12CCC(CC1=CCC3C2CCC4(C3CC=C4C5=CN=CC=C5)C)O. Drug 2: CC(CN1CC(=O)NC(=O)C1)N2CC(=O)NC(=O)C2. Cell line: CAKI-1. Synergy scores: CSS=36.2, Synergy_ZIP=-1.47, Synergy_Bliss=4.73, Synergy_Loewe=5.02, Synergy_HSA=7.33. (4) Drug 1: CNC(=O)C1=CC=CC=C1SC2=CC3=C(C=C2)C(=NN3)C=CC4=CC=CC=N4. Drug 2: COC1=CC(=CC(=C1O)OC)C2C3C(COC3=O)C(C4=CC5=C(C=C24)OCO5)OC6C(C(C7C(O6)COC(O7)C8=CC=CS8)O)O. Cell line: SF-295. Synergy scores: CSS=51.5, Synergy_ZIP=-1.46, Synergy_Bliss=-1.21, Synergy_Loewe=-9.95, Synergy_HSA=1.04. (5) Drug 1: C1CCN(CC1)CCOC2=CC=C(C=C2)C(=O)C3=C(SC4=C3C=CC(=C4)O)C5=CC=C(C=C5)O. Drug 2: CC1CCCC2(C(O2)CC(NC(=O)CC(C(C(=O)C(C1O)C)(C)C)O)C(=CC3=CSC(=N3)C)C)C. Cell line: EKVX. Synergy scores: CSS=4.46, Synergy_ZIP=-0.653, Synergy_Bliss=-2.85, Synergy_Loewe=-18.1, Synergy_HSA=-5.92. (6) Drug 1: CC(C)(C#N)C1=CC(=CC(=C1)CN2C=NC=N2)C(C)(C)C#N. Drug 2: CC12CCC3C(C1CCC2OP(=O)(O)O)CCC4=C3C=CC(=C4)OC(=O)N(CCCl)CCCl.[Na+]. Cell line: HS 578T. Synergy scores: CSS=-2.70, Synergy_ZIP=4.03, Synergy_Bliss=4.47, Synergy_Loewe=-2.56, Synergy_HSA=-1.98. (7) Drug 1: CCCS(=O)(=O)NC1=C(C(=C(C=C1)F)C(=O)C2=CNC3=C2C=C(C=N3)C4=CC=C(C=C4)Cl)F. Drug 2: CC(C)CN1C=NC2=C1C3=CC=CC=C3N=C2N. Cell line: HS 578T. Synergy scores: CSS=-6.27, Synergy_ZIP=12.3, Synergy_Bliss=9.06, Synergy_Loewe=-0.0444, Synergy_HSA=0.683. (8) Drug 1: C1CC(=O)NC(=O)C1N2CC3=C(C2=O)C=CC=C3N. Drug 2: CC1=C(C(CCC1)(C)C)C=CC(=CC=CC(=CC(=O)O)C)C. Cell line: CCRF-CEM. Synergy scores: CSS=4.32, Synergy_ZIP=-8.59, Synergy_Bliss=-12.6, Synergy_Loewe=-7.62, Synergy_HSA=-7.62.